From a dataset of Full USPTO retrosynthesis dataset with 1.9M reactions from patents (1976-2016). Predict the reactants needed to synthesize the given product. Given the product [S:25]1[C:2]2[CH:7]=[CH:6][N:5]=[CH:4][C:3]=2[N:8]=[C:9]1[C:10]([O:12][CH2:13][CH3:14])=[O:11], predict the reactants needed to synthesize it. The reactants are: Cl[C:2]1[CH:7]=[CH:6][N:5]=[CH:4][C:3]=1[NH:8][C:9](=O)[C:10]([O:12][CH2:13][CH3:14])=[O:11].COC1C=CC(P2(SP(C3C=CC(OC)=CC=3)(=S)S2)=[S:25])=CC=1.